Dataset: Catalyst prediction with 721,799 reactions and 888 catalyst types from USPTO. Task: Predict which catalyst facilitates the given reaction. Reactant: [NH2:1][C:2]1[N:7]=[CH:6][N:5]=[C:4]2[N:8]([CH2:12][CH:13]3[CH2:22][C:21]4[C:16](=[C:17]([CH3:23])[CH:18]=[CH:19][CH:20]=4)[C:15](=[O:24])[N:14]3[C:25]3[CH:30]=[CH:29][CH:28]=[CH:27][C:26]=3[CH3:31])[N:9]=[C:10](I)[C:3]=12.[F:32][C:33]1[CH:34]=[C:35](B(O)O)[CH:36]=[C:37]([OH:39])[CH:38]=1.C([O-])([O-])=O.[Na+].[Na+]. Product: [NH2:1][C:2]1[N:7]=[CH:6][N:5]=[C:4]2[N:8]([CH2:12][CH:13]3[CH2:22][C:21]4[C:16](=[C:17]([CH3:23])[CH:18]=[CH:19][CH:20]=4)[C:15](=[O:24])[N:14]3[C:25]3[CH:30]=[CH:29][CH:28]=[CH:27][C:26]=3[CH3:31])[N:9]=[C:10]([C:35]3[CH:36]=[C:37]([OH:39])[CH:38]=[C:33]([F:32])[CH:34]=3)[C:3]=12. The catalyst class is: 104.